Predict the reactants needed to synthesize the given product. From a dataset of Full USPTO retrosynthesis dataset with 1.9M reactions from patents (1976-2016). (1) Given the product [F:6][C:7]1[CH:12]=[CH:11][C:10]([CH:13]2[C:22]3[N:21]=[CH:20][CH:19]=[CH:18][C:17]=3[CH2:16][CH2:15][NH:14]2)=[CH:9][CH:8]=1, predict the reactants needed to synthesize it. The reactants are: [OH-].[K+].CCO.[F:6][C:7]1[CH:12]=[CH:11][C:10]([CH:13]2[C:22]3[N:21]=[CH:20][CH:19]=[CH:18][C:17]=3[CH2:16][CH2:15][N:14]2C(OCC)=O)=[CH:9][CH:8]=1. (2) Given the product [C:19]([C:23]1[CH:28]=[CH:27][C:26]([NH:1][C:2]2[CH:7]=[CH:6][C:5]([C:8]3[CH:13]=[CH:12][C:11]([O:14][C:15]([F:16])([F:17])[F:18])=[CH:10][CH:9]=3)=[CH:4][CH:3]=2)=[CH:25][CH:24]=1)([CH3:22])([CH3:21])[CH3:20], predict the reactants needed to synthesize it. The reactants are: [NH2:1][C:2]1[CH:7]=[CH:6][C:5]([C:8]2[CH:13]=[CH:12][C:11]([O:14][C:15]([F:18])([F:17])[F:16])=[CH:10][CH:9]=2)=[CH:4][CH:3]=1.[C:19]([C:23]1[CH:28]=[CH:27][C:26](B(O)O)=[CH:25][CH:24]=1)([CH3:22])([CH3:21])[CH3:20].C(N(CC)CC)C. (3) Given the product [CH2:16]([CH:11]([CH2:12][CH2:13][CH2:14][CH3:15])[CH2:10][O:2][C:1]1[CH:8]=[CH:7][C:5]([O:6][CH2:23][CH:22]([CH2:20][CH3:21])[CH2:25][CH2:26][CH2:27][CH3:28])=[CH:4][CH:3]=1)[CH3:17], predict the reactants needed to synthesize it. The reactants are: [C:1]1([CH:8]=[CH:7][C:5]([OH:6])=[CH:4][CH:3]=1)[OH:2].Br[CH2:10][CH:11]([CH2:16][CH3:17])[CH2:12][CH2:13][CH2:14][CH3:15].[OH-].[K+].[CH2:20]([CH:22]([CH2:25][CH2:26][CH2:27][CH3:28])[CH2:23]O)[CH3:21]. (4) Given the product [C:82]([O:81][C:79]([N:73]1[CH2:74][C@@H:75]2[CH2:78][C@H:72]1[CH2:77][N:76]2[C:2]1[C:10]2[C:5](=[CH:6][CH:7]=[CH:8][CH:9]=2)[N:4]([C:11]2[CH:16]=[CH:15][N:14]=[C:13]([NH:17][C@H:18]([C:20]3[CH:25]=[CH:24][CH:23]=[CH:22][CH:21]=3)[CH3:19])[CH:12]=2)[N:3]=1)=[O:80])([CH3:85])([CH3:83])[CH3:84], predict the reactants needed to synthesize it. The reactants are: Cl[C:2]1[C:10]2[C:5](=[CH:6][CH:7]=[CH:8][CH:9]=2)[N:4]([C:11]2[CH:16]=[CH:15][N:14]=[C:13]([NH:17][CH:18]([C:20]3[CH:25]=[CH:24][CH:23]=[CH:22][CH:21]=3)[CH3:19])[CH:12]=2)[N:3]=1.C1(P(C2C=CC=CC=2)C2C=CC3C(=CC=CC=3)C=2C2C3C(=CC=CC=3)C=CC=2P(C2C=CC=CC=2)C2C=CC=CC=2)C=CC=CC=1.[C@H:72]12[CH2:78][C@H:75]([NH:76][CH2:77]1)[CH2:74][N:73]2[C:79]([O:81][C:82]([CH3:85])([CH3:84])[CH3:83])=[O:80].CC(C)([O-])C.[Na+]. (5) The reactants are: C([O:8][C:9]1[CH:10]=[C:11]([CH:32]=[C:33]([C:35](=[O:43])[NH:36][C:37]2[CH:41]=[CH:40][N:39]([CH3:42])[N:38]=2)[CH:34]=1)[O:12][C:13]1[N:14]=[CH:15][C:16]([N:19]([CH2:28][CH:29]2[CH2:31][CH2:30]2)[C:20]([CH:22]2[CH2:27][CH2:26][O:25][CH2:24][CH2:23]2)=[O:21])=[N:17][CH:18]=1)C1C=CC=CC=1. Given the product [CH:29]1([CH2:28][N:19]([C:16]2[CH:15]=[N:14][C:13]([O:12][C:11]3[CH:32]=[C:33]([C:35](=[O:43])[NH:36][C:37]4[CH:41]=[CH:40][N:39]([CH3:42])[N:38]=4)[CH:34]=[C:9]([OH:8])[CH:10]=3)=[CH:18][N:17]=2)[C:20]([CH:22]2[CH2:23][CH2:24][O:25][CH2:26][CH2:27]2)=[O:21])[CH2:31][CH2:30]1, predict the reactants needed to synthesize it.